From a dataset of Catalyst prediction with 721,799 reactions and 888 catalyst types from USPTO. Predict which catalyst facilitates the given reaction. (1) Reactant: [CH2:1]([O:3][C@H:4]([CH2:10][C:11]1[CH:16]=[CH:15][C:14]([OH:17])=[CH:13][CH:12]=1)[C:5]([O:7][CH2:8][CH3:9])=[O:6])[CH3:2].Br[CH2:19][C:20]([C:22]1[CH:27]=[CH:26][CH:25]=[C:24]([O:28][CH3:29])[CH:23]=1)=[O:21].C(=O)([O-])[O-].[K+].[K+]. Product: [CH2:1]([O:3][C@H:4]([CH2:10][C:11]1[CH:12]=[CH:13][C:14]([O:17][CH2:19][C:20]([C:22]2[CH:27]=[CH:26][CH:25]=[C:24]([O:28][CH3:29])[CH:23]=2)=[O:21])=[CH:15][CH:16]=1)[C:5]([O:7][CH2:8][CH3:9])=[O:6])[CH3:2]. The catalyst class is: 21. (2) Reactant: Cl[C:2]1[N:3]=[C:4]([N:11]2[CH2:16][CH2:15][O:14][CH:13]([CH2:17][C:18]([OH:20])=[O:19])[CH2:12]2)[C:5]2[S:10][CH:9]=[CH:8][C:6]=2[N:7]=1.[NH2:21][C:22]1[N:27]=[CH:26][C:25](B2OC(C)(C)C(C)(C)O2)=[CH:24][N:23]=1.CC#N.CC([O-])=O.[K+]. Product: [NH2:21][C:22]1[N:27]=[CH:26][C:25]([C:2]2[N:3]=[C:4]([N:11]3[CH2:16][CH2:15][O:14][CH:13]([CH2:17][C:18]([OH:20])=[O:19])[CH2:12]3)[C:5]3[S:10][CH:9]=[CH:8][C:6]=3[N:7]=2)=[CH:24][N:23]=1. The catalyst class is: 257. (3) Reactant: Br[C:2]1[CH:3]=[CH:4][C:5]([NH:8][C:9]2[C:10]([CH3:19])=[N:11][C:12]([C:15]([F:18])([F:17])[F:16])=[CH:13][CH:14]=2)=[N:6][CH:7]=1.[CH3:20][O:21][C:22](=[O:45])[CH2:23][CH:24]1[CH2:29][CH2:28][CH:27]([C:30]2[CH:35]=[CH:34][C:33](B3OC(C)(C)C(C)(C)O3)=[CH:32][CH:31]=2)[CH2:26][CH2:25]1.C(=O)([O-])[O-].[Na+].[Na+]. Product: [CH3:20][O:21][C:22](=[O:45])[CH2:23][CH:24]1[CH2:25][CH2:26][CH:27]([C:30]2[CH:31]=[CH:32][C:33]([C:2]3[CH:7]=[N:6][C:5]([NH:8][C:9]4[C:10]([CH3:19])=[N:11][C:12]([C:15]([F:18])([F:17])[F:16])=[CH:13][CH:14]=4)=[CH:4][CH:3]=3)=[CH:34][CH:35]=2)[CH2:28][CH2:29]1. The catalyst class is: 57. (4) Reactant: C[O:2][C:3](=[O:37])[C:4]1[CH:9]=[CH:8][C:7]([NH:10][C:11](=[O:35])[CH:12]([C:19]2[N:20]([C:28]3[CH:33]=[CH:32][C:31]([Cl:34])=[CH:30][CH:29]=3)[N:21]=[C:22]3[C:27]=2[CH2:26][CH2:25][CH2:24][CH2:23]3)[CH:13]2[CH2:18][CH2:17][CH2:16][CH2:15][CH2:14]2)=[C:6]([Cl:36])[CH:5]=1.[OH-].[Li+]. The catalyst class is: 1. Product: [Cl:36][C:6]1[CH:5]=[C:4]([CH:9]=[CH:8][C:7]=1[NH:10][C:11](=[O:35])[CH:12]([C:19]1[N:20]([C:28]2[CH:29]=[CH:30][C:31]([Cl:34])=[CH:32][CH:33]=2)[N:21]=[C:22]2[C:27]=1[CH2:26][CH2:25][CH2:24][CH2:23]2)[CH:13]1[CH2:18][CH2:17][CH2:16][CH2:15][CH2:14]1)[C:3]([OH:37])=[O:2]. (5) Reactant: [C:1]([O:5][C:6]([NH:8][N:9]=[CH:10][C:11]1[CH:16]=[CH:15][C:14]([OH:17])=[C:13]([CH3:18])[CH:12]=1)=[O:7])([CH3:4])([CH3:3])[CH3:2]. Product: [C:1]([O:5][C:6]([NH:8][NH:9][CH2:10][C:11]1[CH:16]=[CH:15][C:14]([OH:17])=[C:13]([CH3:18])[CH:12]=1)=[O:7])([CH3:4])([CH3:3])[CH3:2]. The catalyst class is: 19.